From a dataset of Forward reaction prediction with 1.9M reactions from USPTO patents (1976-2016). Predict the product of the given reaction. (1) Given the reactants [F:1][C:2]1[CH:9]=[CH:8][CH:7]=[C:6](B2OC(C)(C)C(C)(C)O2)[C:3]=1[C:4]#[N:5].Cl.Cl[C:21]1[CH:26]=[CH:25][N:24]=[CH:23][N:22]=1.O1CCOCC1.C(=O)([O-])[O-].[Na+].[Na+], predict the reaction product. The product is: [F:1][C:2]1[CH:9]=[CH:8][CH:7]=[C:6]([C:21]2[CH:26]=[CH:25][N:24]=[CH:23][N:22]=2)[C:3]=1[C:4]#[N:5]. (2) Given the reactants [CH:1]1([CH:4]([C:11]2[CH:16]=[CH:15][CH:14]=[C:13]([CH2:17][O:18][C:19]3[CH:24]=[CH:23][C:22]([C:25]4[CH:30]=[C:29]([O:31][CH3:32])[CH:28]=[CH:27][C:26]=4[F:33])=[C:21]([CH2:34][C:35]([CH3:38])([CH3:37])[CH3:36])[N:20]=3)[CH:12]=2)[CH2:5][C:6]([O:8]CC)=[O:7])[CH2:3][CH2:2]1.[OH-].[Na+], predict the reaction product. The product is: [CH:1]1([CH:4]([C:11]2[CH:16]=[CH:15][CH:14]=[C:13]([CH2:17][O:18][C:19]3[CH:24]=[CH:23][C:22]([C:25]4[CH:30]=[C:29]([O:31][CH3:32])[CH:28]=[CH:27][C:26]=4[F:33])=[C:21]([CH2:34][C:35]([CH3:38])([CH3:37])[CH3:36])[N:20]=3)[CH:12]=2)[CH2:5][C:6]([OH:8])=[O:7])[CH2:2][CH2:3]1. (3) Given the reactants C1COCC1.[Cl:6][C:7]1[CH:17]=[CH:16][CH:15]=[C:14]([Cl:18])[C:8]=1[CH2:9][O:10][CH2:11][CH2:12][OH:13].[Br:19][CH2:20][CH2:21][CH2:22][CH2:23][CH2:24][CH2:25]Br.CCOC(C)=O.CCCCCC, predict the reaction product. The product is: [Br:19][CH2:20][CH2:21][CH2:22][CH2:23][CH2:24][CH2:25][O:13][CH2:12][CH2:11][O:10][CH2:9][C:8]1[C:7]([Cl:6])=[CH:17][CH:16]=[CH:15][C:14]=1[Cl:18]. (4) Given the reactants Cl[C:2]1[C:7]([N+:8]([O-:10])=[O:9])=[CH:6][CH:5]=[C:4]([Cl:11])[C:3]=1[S:12]([N:15]1[CH2:20][CH2:19][S:18][CH2:17][CH2:16]1)(=[O:14])=[O:13].[H-].[Na+].[OH2:23], predict the reaction product. The product is: [Cl:11][C:4]1[C:3]([S:12]([N:15]2[CH2:20][CH2:19][S:18][CH2:17][CH2:16]2)(=[O:14])=[O:13])=[C:2]([OH:23])[C:7]([N+:8]([O-:10])=[O:9])=[CH:6][CH:5]=1. (5) Given the reactants [OH:1][CH:2]([CH2:8][CH:9]([CH3:11])[CH3:10])[C:3]([O:5][CH2:6][CH3:7])=[O:4].N1C=CC=CC=1.[CH3:18][S:19](O[S:19]([CH3:18])(=[O:21])=[O:20])(=[O:21])=[O:20], predict the reaction product. The product is: [CH3:11][CH:9]([CH3:10])[CH2:8][CH:2]([O:1][S:19]([CH3:18])(=[O:21])=[O:20])[C:3]([O:5][CH2:6][CH3:7])=[O:4]. (6) Given the reactants [NH:1]1[CH2:5][CH2:4][CH2:3][C:2]1=[O:6].I[C:8]1[CH:13]=[CH:12][C:11]([O:14][CH3:15])=[CH:10][CH:9]=1.C(=O)([O-])[O-].[K+].[K+], predict the reaction product. The product is: [CH3:15][O:14][C:11]1[CH:12]=[CH:13][C:8]([N:1]2[CH2:5][CH2:4][CH2:3][C:2]2=[O:6])=[CH:9][CH:10]=1. (7) Given the reactants [Cl:1][C:2]1[CH:7]=[CH:6][C:5]([C:8]2[C:12]3[CH:13]=[CH:14][C:15]([C:17]#[C:18][CH2:19][CH2:20][OH:21])=[CH:16][C:11]=3[S:10][N:9]=2)=[CH:4][CH:3]=1.[CH3:22][S:23](Cl)(=[O:25])=[O:24], predict the reaction product. The product is: [Cl:1][C:2]1[CH:3]=[CH:4][C:5]([C:8]2[C:12]3[CH:13]=[CH:14][C:15]([C:17]#[C:18][CH2:19][CH2:20][O:21][S:23]([CH3:22])(=[O:25])=[O:24])=[CH:16][C:11]=3[S:10][N:9]=2)=[CH:6][CH:7]=1. (8) The product is: [S:13]1[CH:9]=[CH:10][C:11]2[CH:17]=[CH:16][CH:15]=[CH:14][C:12]1=2. Given the reactants COC1C=CC([C:9]2[S:13][C:12]3[CH:14]=[CH:15][CH:16]=[CH:17][C:11]=3[CH:10]=2)=CC=1.COC1C=C(C=C(OC)C=1OC)C(Cl)=O.[Al+3].[Cl-].[Cl-].[Cl-].O, predict the reaction product.